This data is from Reaction yield outcomes from USPTO patents with 853,638 reactions. The task is: Predict the reaction yield, written as a fraction of the theoretical maximum amount of product (1.0 means a 100% yield; for example, 0.34 means a 34% yield). (1) The reactants are [F:1][C:2]([F:19])([F:18])[O:3][C:4]1[CH:5]=[C:6]([CH:15]=[CH:16][CH:17]=1)[O:7][C:8]1[CH:9]=[C:10]([CH:12]=[CH:13][CH:14]=1)[NH2:11].[F:20][C:21]([F:34])([O:25][C:26]1[CH:27]=[C:28]([CH:31]=[CH:32][CH:33]=1)[CH:29]=O)[CH:22]([F:24])[F:23].C(O[BH-](O[C:45](=[O:47])[CH3:46])OC(=O)C)(=O)C.[Na+].C(O)(=O)C. The catalyst is ClC(Cl)C. The product is [F:1][C:2]([F:18])([F:19])[O:3][C:4]1[CH:5]=[C:6]([CH:15]=[CH:16][CH:17]=1)[O:7][C:8]1[CH:9]=[C:10]([N:11]([CH2:29][C:28]2[CH:31]=[CH:32][CH:33]=[C:26]([O:25][C:21]([F:34])([F:20])[CH:22]([F:24])[F:23])[CH:27]=2)[CH2:46][C@@H:45]([OH:47])[C:2]([F:19])([F:18])[F:1])[CH:12]=[CH:13][CH:14]=1. The yield is 1.00. (2) The reactants are [H-].[Na+].[CH3:3][C:4]1[N:8]=[C:7]([NH:9][C:10]2[CH:15]=[CH:14][CH:13]=[CH:12][N:11]=2)S[N:5]=1.[CH2:16]([O:18][C:19](=[O:28])[CH2:20][CH2:21][CH2:22][CH2:23][CH2:24][CH2:25][CH2:26]I)[CH3:17].[OH2:29]. The catalyst is CN(C=O)C. The product is [CH3:3][C:4]1[N:8]=[C:7]([N:9]([C:10]2[CH:15]=[CH:14][CH:13]=[CH:12][N:11]=2)[CH2:26][CH2:25][CH2:24][CH2:23][CH2:22][CH2:21][CH2:20][C:19]([O:18][CH2:16][CH3:17])=[O:28])[O:29][N:5]=1. The yield is 0.400. (3) The reactants are Br[C:2]1[CH:3]=[C:4]([NH:8][C:9](=[O:15])[O:10][C:11]([CH3:14])([CH3:13])[CH3:12])[CH:5]=[N:6][CH:7]=1.[CH3:16][Si:17]([C:20]#[CH:21])([CH3:19])[CH3:18].C(N(CC)CC)C. The catalyst is [Cu]I.C1COCC1. The product is [CH3:16][Si:17]([C:20]#[C:21][C:2]1[CH:3]=[C:4]([NH:8][C:9](=[O:15])[O:10][C:11]([CH3:14])([CH3:13])[CH3:12])[CH:5]=[N:6][CH:7]=1)([CH3:19])[CH3:18]. The yield is 0.630. (4) The reactants are [Br-].[CH3:2][C:3]1[CH:29]=[CH:28][C:6]([CH2:7][CH2:8][P+](C2C=CC=CC=2)(C2C=CC=CC=2)C2C=CC=CC=2)=[CH:5][CH:4]=1.[Li]CCCC.[C:35]([C:39]1[CH:44]=[CH:43][C:42]([CH2:45][CH:46]([CH3:49])[CH:47]=O)=[CH:41][CH:40]=1)([CH3:38])([CH3:37])[CH3:36]. No catalyst specified. The product is [C:35]([C:39]1[CH:40]=[CH:41][C:42]([CH2:45][CH:46]([CH3:49])[CH:47]=[CH:8][CH2:7][C:6]2[CH:5]=[CH:4][C:3]([CH3:2])=[CH:29][CH:28]=2)=[CH:43][CH:44]=1)([CH3:38])([CH3:37])[CH3:36]. The yield is 0.420. (5) The reactants are CO[C:3](=[O:25])[C:4]1[CH:9]=[CH:8][C:7]([O:10][CH2:11][C:12]2[C:13]([C:18]3[CH:23]=[CH:22][CH:21]=[C:20]([F:24])[CH:19]=3)=[N:14][O:15][C:16]=2[CH3:17])=[N:6][CH:5]=1.[NH:26]1[CH2:31][CH2:30][S:29](=[O:33])(=[O:32])[CH2:28][CH2:27]1. No catalyst specified. The product is [O:32]=[S:29]1(=[O:33])[CH2:30][CH2:31][N:26]([C:3]([C:4]2[CH:5]=[N:6][C:7]([O:10][CH2:11][C:12]3[C:13]([C:18]4[CH:23]=[CH:22][CH:21]=[C:20]([F:24])[CH:19]=4)=[N:14][O:15][C:16]=3[CH3:17])=[CH:8][CH:9]=2)=[O:25])[CH2:27][CH2:28]1. The yield is 1.00. (6) The reactants are [NH2:1][C:2]1[CH:3]=[N:4][CH:5]=[CH:6][C:7]=1[NH2:8].[C:9](O)(=[O:13])[C:10](O)=[O:11]. The catalyst is Cl. The product is [NH:8]1[C:10](=[O:11])[C:9](=[O:13])[NH:1][C:2]2[CH:3]=[N:4][CH:5]=[CH:6][C:7]1=2. The yield is 0.800. (7) The reactants are Br[C:2]1[CH:3]=[N:4][N:5]2[C:10](Cl)=[C:9]([CH:12]([CH2:18][CH2:19][CH3:20])[C:13]([O:15][CH2:16][CH3:17])=[O:14])[C:8]([CH3:21])=[N:7][C:6]=12.B(O)(O)[C:23]1[CH:24]=[CH:25][C:26]([CH3:29])=[CH:27][CH:28]=1.C(N([CH:38]([CH3:40])[CH3:39])CC)(C)C. The catalyst is COCCOC.O. The product is [CH3:21][C:8]1[C:9]([CH:12]([CH2:18][CH2:19][CH3:20])[C:13]([O:15][CH2:16][CH3:17])=[O:14])=[C:10]([C:23]2[CH:24]=[CH:25][C:26]([CH3:29])=[CH:27][CH:28]=2)[N:5]2[N:4]=[CH:3][C:2]([C:8]3[CH:21]=[CH:40][C:38]([CH3:39])=[CH:10][CH:9]=3)=[C:6]2[N:7]=1. The yield is 0.610. (8) The reactants are [C:1]([N:5]1[C:9]([C:10]2[CH:15]=[CH:14][C:13]([O:16][CH3:17])=[CH:12][CH:11]=2)=[C:8]([C:18]2[N:19]=[C:20]([CH2:23][C:24]([OH:26])=O)[S:21][CH:22]=2)[CH:7]=[N:6]1)([CH3:4])([CH3:3])[CH3:2].CN(C(ON1N=NC2C=CC=NC1=2)=[N+](C)C)C.F[P-](F)(F)(F)(F)F.CCN(C(C)C)C(C)C.[O:60]1[CH2:65][CH2:64][CH:63]([CH2:66][NH2:67])[CH2:62][CH2:61]1. The catalyst is CN(C=O)C.O. The product is [C:1]([N:5]1[C:9]([C:10]2[CH:11]=[CH:12][C:13]([O:16][CH3:17])=[CH:14][CH:15]=2)=[C:8]([C:18]2[N:19]=[C:20]([CH2:23][C:24]([NH:67][CH2:66][CH:63]3[CH2:64][CH2:65][O:60][CH2:61][CH2:62]3)=[O:26])[S:21][CH:22]=2)[CH:7]=[N:6]1)([CH3:3])([CH3:4])[CH3:2]. The yield is 0.180. (9) The reactants are [F:1][C:2]1[C:7]([C:8]([OH:10])=[O:9])=[C:6]([CH3:11])[C:5]([N+:12]([O-:14])=[O:13])=[CH:4][CH:3]=1.[C:15](=O)([O-])[O-].[K+].[K+].CI. The catalyst is CN(C=O)C.O. The product is [F:1][C:2]1[C:7]([C:8]([O:10][CH3:15])=[O:9])=[C:6]([CH3:11])[C:5]([N+:12]([O-:14])=[O:13])=[CH:4][CH:3]=1. The yield is 0.560. (10) The reactants are [F:1][C:2]1[CH:3]=[C:4]2[C:8](=[CH:9][CH:10]=1)[NH:7][C:6](=[O:11])[C:5]2=[N:12][N:13]=[CH:14][C:15]1[NH:19][C:18]([CH3:20])=[C:17]([C:21]([NH:23][CH2:24][CH2:25][CH2:26][CH2:27][CH2:28][C:29](O)=[O:30])=[O:22])[C:16]=1[CH3:32].Cl.C(N=C=NCCCN(C)C)C.OC1C2N=NNC=2C=CC=1.C(N(CC)CC)C.[F:62][C:63]([F:73])([F:72])[C:64]1[CH:69]=[CH:68][C:67]([NH2:70])=[C:66]([NH2:71])[CH:65]=1. The catalyst is [Cl-].[Na+].O.CN(C=O)C. The product is [F:1][C:2]1[CH:3]=[C:4]2[C:8](=[CH:9][CH:10]=1)[NH:7][C:6](=[O:11])[C:5]2=[N:12][N:13]=[CH:14][C:15]1[NH:19][C:18]([CH3:20])=[C:17]([C:21]([NH:23][CH2:24][CH2:25][CH2:26][CH2:27][CH2:28][C:29]([NH:70][C:67]2[CH:68]=[CH:69][C:64]([C:63]([F:62])([F:72])[F:73])=[CH:65][C:66]=2[NH2:71])=[O:30])=[O:22])[C:16]=1[CH3:32]. The yield is 0.650.